Dataset: Reaction yield outcomes from USPTO patents with 853,638 reactions. Task: Predict the reaction yield, written as a fraction of the theoretical maximum amount of product (1.0 means a 100% yield; for example, 0.34 means a 34% yield). (1) The reactants are [NH2:1][C:2]1[CH:3]=[C:4]([C:8]([CH3:12])([CH3:11])[C:9]#[N:10])[CH:5]=[CH:6][CH:7]=1.C(=O)([O-])[O-].[K+].[K+].Cl[C:20]([O:22][C:23]1[CH:28]=[CH:27][CH:26]=[CH:25][CH:24]=1)=[O:21]. The catalyst is C1COCC1. The product is [C:9]([C:8]([C:4]1[CH:3]=[C:2]([NH:1][C:20](=[O:21])[O:22][C:23]2[CH:28]=[CH:27][CH:26]=[CH:25][CH:24]=2)[CH:7]=[CH:6][CH:5]=1)([CH3:12])[CH3:11])#[N:10]. The yield is 0.960. (2) The reactants are [C:1]([C:5]1[CH:10]=[C:9]([C:11]2[CH:16]=[CH:15][CH:14]=[CH:13][C:12]=2[O:17][CH2:18][CH3:19])[C:8]([N+:20]([O-])=O)=[CH:7][C:6]=1[OH:23])([CH3:4])([CH3:3])[CH3:2]. The catalyst is CO.[Ni]. The product is [C:1]([C:5]1[CH:10]=[C:9]([C:11]2[CH:16]=[CH:15][CH:14]=[CH:13][C:12]=2[O:17][CH2:18][CH3:19])[C:8]([NH2:20])=[CH:7][C:6]=1[OH:23])([CH3:3])([CH3:2])[CH3:4]. The yield is 0.920. (3) The reactants are [Na].[F:2][CH:3]([F:9])[C:4](OCC)=[O:5].[O-]CC.[Na+].Cl.[CH3:15][CH2:16][O:17][C:18]([CH3:20])=[O:19]. The catalyst is CCO. The product is [F:2][CH:3]([F:9])[C:4](=[O:5])[CH2:20][C:18]([O:17][CH2:16][CH3:15])=[O:19]. The yield is 0.730. (4) The reactants are [N:1]1[CH:6]=[CH:5][C:4]([CH2:7][O:8][C:9]2[C:10]([N:14]3[CH2:19][CH2:18][CH:17]([C:20]([OH:22])=O)[CH2:16][CH2:15]3)=[N:11][S:12][N:13]=2)=[CH:3][CH:2]=1.CN(C(ON1N=NC2C=CC=NC1=2)=[N+](C)C)C.F[P-](F)(F)(F)(F)F.CCN(C(C)C)C(C)C.[F:56][C:57]([F:66])([F:65])[C:58]1[CH:59]=[C:60]([NH2:64])[CH:61]=[CH:62][CH:63]=1. The catalyst is CCOC(C)=O.CN(C=O)C. The product is [F:56][C:57]([F:65])([F:66])[C:58]1[CH:59]=[C:60]([NH:64][C:20]([CH:17]2[CH2:16][CH2:15][N:14]([C:10]3[C:9]([O:8][CH2:7][C:4]4[CH:3]=[CH:2][N:1]=[CH:6][CH:5]=4)=[N:13][S:12][N:11]=3)[CH2:19][CH2:18]2)=[O:22])[CH:61]=[CH:62][CH:63]=1. The yield is 0.250. (5) The reactants are [NH2:1][CH2:2][C:3]1[NH:4][C:5](=[O:13])[C:6]2[CH:12]=[CH:11][CH:10]=[N:9][C:7]=2[N:8]=1.CCN(C(C)C)C(C)C.[F:23][C:24]1[CH:29]=[CH:28][CH:27]=[CH:26][C:25]=1[CH2:30][CH2:31][S:32](Cl)(=[O:34])=[O:33]. The catalyst is C(Cl)Cl. The product is [O:13]=[C:5]1[NH:4][C:3]([CH2:2][NH:1][S:32]([CH2:31][CH2:30][C:25]2[CH:26]=[CH:27][CH:28]=[CH:29][C:24]=2[F:23])(=[O:33])=[O:34])=[N:8][C:7]2[N:9]=[CH:10][CH:11]=[CH:12][C:6]1=2. The yield is 0.120. (6) The reactants are Br[C:2]1[C:7](=[O:8])[N:6]([CH2:9][C:10]2[CH:15]=[CH:14][C:13]([C:16]3[C:17]([C:22]#[N:23])=[CH:18][CH:19]=[CH:20][CH:21]=3)=[CH:12][CH:11]=2)[C:5]([CH2:24][CH2:25][CH2:26][CH3:27])=[N:4][C:3]=1[CH3:28].C([Sn](CCCC)(CCCC)[C:34]1[S:35][CH:36]=[CH:37][CH:38]=1)CCC.[Cl-].[Li+].[F-].[K+]. The catalyst is CN(C)C=O.C(OCC)(=O)C.Cl[Pd](Cl)([P](C1C=CC=CC=1)(C1C=CC=CC=1)C1C=CC=CC=1)[P](C1C=CC=CC=1)(C1C=CC=CC=1)C1C=CC=CC=1. The product is [CH2:24]([C:5]1[N:6]([CH2:9][C:10]2[CH:15]=[CH:14][C:13]([C:16]3[C:17]([C:22]#[N:23])=[CH:18][CH:19]=[CH:20][CH:21]=3)=[CH:12][CH:11]=2)[C:7](=[O:8])[C:2]([C:34]2[S:35][CH:36]=[CH:37][CH:38]=2)=[C:3]([CH3:28])[N:4]=1)[CH2:25][CH2:26][CH3:27]. The yield is 0.750. (7) The reactants are [CH:1]1([CH2:4][N:5]2[C:11](=[O:12])[C@@H:10]([NH:13][C:14](=[O:18])[C@@H:15]([OH:17])[CH3:16])[C:9]3[CH:19]=[CH:20][CH:21]=[CH:22][C:8]=3[C:7]3[CH:23]=[CH:24][CH:25]=[CH:26][C:6]2=3)[CH2:3][CH2:2]1.N1C=CC=CC=1.Cl[C:34]([O:36][C:37]1[CH:42]=[CH:41][C:40]([N+:43]([O-:45])=[O:44])=[CH:39][CH:38]=1)=[O:35].C(OC(=O)C)C.C1CCCCC1. The catalyst is ClCCl. The product is [N+:43]([C:40]1[CH:39]=[CH:38][C:37]([O:36][C:34](=[O:35])[O:17][C@H:15]([C:14](=[O:18])[NH:13][C@@H:10]2[C:11](=[O:12])[N:5]([CH2:4][CH:1]3[CH2:3][CH2:2]3)[C:6]3[CH:26]=[CH:25][CH:24]=[CH:23][C:7]=3[C:8]3[CH:22]=[CH:21][CH:20]=[CH:19][C:9]2=3)[CH3:16])=[CH:42][CH:41]=1)([O-:45])=[O:44]. The yield is 0.920. (8) The reactants are [NH2:1][C:2]1[S:6][C:5]([C:7]2[CH:12]=[CH:11][C:10]([O:13][CH3:14])=[CH:9][CH:8]=2)=[N:4][C:3]=1[C:15]([NH:17][C:18]1([C:24]([O:26][CH3:27])=[O:25])[CH2:23][CH2:22][CH2:21][CH2:20][CH2:19]1)=[O:16].[N:28]([C:31]1[C:36]([CH3:37])=[CH:35][C:34]([CH3:38])=[CH:33][C:32]=1[CH3:39])=[C:29]=[O:30].[N-]=C=O. The catalyst is C1(C)C=CC=CC=1. The product is [CH3:14][O:13][C:10]1[CH:11]=[CH:12][C:7]([C:5]2[S:6][C:2]([NH:1][C:29]([NH:28][C:31]3[C:32]([CH3:39])=[CH:33][C:34]([CH3:38])=[CH:35][C:36]=3[CH3:37])=[O:30])=[C:3]([C:15]([NH:17][C:18]3([C:24]([O:26][CH3:27])=[O:25])[CH2:23][CH2:22][CH2:21][CH2:20][CH2:19]3)=[O:16])[N:4]=2)=[CH:8][CH:9]=1. The yield is 0.620.